Task: Regression. Given two drug SMILES strings and cell line genomic features, predict the synergy score measuring deviation from expected non-interaction effect.. Dataset: NCI-60 drug combinations with 297,098 pairs across 59 cell lines Drug 1: CC1=CC=C(C=C1)C2=CC(=NN2C3=CC=C(C=C3)S(=O)(=O)N)C(F)(F)F. Drug 2: C(CN)CNCCSP(=O)(O)O. Cell line: SNB-19. Synergy scores: CSS=-0.694, Synergy_ZIP=1.41, Synergy_Bliss=3.42, Synergy_Loewe=0.436, Synergy_HSA=-0.00111.